From a dataset of Full USPTO retrosynthesis dataset with 1.9M reactions from patents (1976-2016). Predict the reactants needed to synthesize the given product. (1) Given the product [CH2:27]([C:26]1[N:22]([C:18]2[CH:17]=[C:16]([CH:11]3[C:10]([CH3:30])([CH3:29])[CH2:9][C:8]4[C:13](=[CH:14][CH:15]=[C:6]([C:4]([OH:5])=[O:3])[CH:7]=4)[NH:12]3)[CH:21]=[CH:20][CH:19]=2)[N:23]=[N:24][N:25]=1)[CH3:28], predict the reactants needed to synthesize it. The reactants are: C([O:3][C:4]([C:6]1[CH:7]=[C:8]2[C:13](=[CH:14][CH:15]=1)[NH:12][CH:11]([C:16]1[CH:21]=[CH:20][CH:19]=[C:18]([N:22]3[C:26]([CH2:27][CH3:28])=[N:25][N:24]=[N:23]3)[CH:17]=1)[C:10]([CH3:30])([CH3:29])[CH2:9]2)=[O:5])C.[OH-].[Na+].Cl. (2) Given the product [CH2:1]([C:4]1[CH:9]=[CH:8][C:7]([C:10]2[CH:15]=[CH:14][C:13]([C:16]([NH:18][CH2:19][CH2:20][C:21]([OH:23])=[O:22])=[O:17])=[CH:12][CH:11]=2)=[CH:6][CH:5]=1)[CH2:2][CH3:3], predict the reactants needed to synthesize it. The reactants are: [CH2:1]([C:4]1[CH:9]=[CH:8][C:7]([C:10]2[CH:15]=[CH:14][C:13]([C:16]([NH:18][CH2:19][CH2:20][C:21]([O:23]C)=[O:22])=[O:17])=[CH:12][CH:11]=2)=[CH:6][CH:5]=1)[CH2:2][CH3:3].[Li+].[OH-]. (3) Given the product [Cl:40][C:37]1[CH:36]=[CH:35][C:34]([C:29]2[CH:30]=[CH:31][CH:32]=[CH:33][C:28]=2[CH:26]([N:23]2[CH2:22][CH2:21][N:20]([C:18]3[CH:17]=[CH:16][C:12]([C:13]([NH:61][S:58]([C:46]4[CH:47]=[CH:48][C:49]([NH:50][CH2:51][CH:52]5[CH2:53][CH2:54][O:55][CH2:56][CH2:57]5)=[C:44]([N+:41]([O-:43])=[O:42])[CH:45]=4)(=[O:59])=[O:60])=[O:14])=[C:11]([O:10][C:5]4[CH:6]=[CH:7][CH:8]=[C:9]5[C:4]=4[CH:3]=[CH:2][NH:1]5)[CH:19]=3)[CH2:25][CH2:24]2)[CH3:27])=[CH:39][CH:38]=1, predict the reactants needed to synthesize it. The reactants are: [NH:1]1[C:9]2[C:4](=[C:5]([O:10][C:11]3[CH:19]=[C:18]([N:20]4[CH2:25][CH2:24][N:23]([CH:26]([C:28]5[CH:33]=[CH:32][CH:31]=[CH:30][C:29]=5[C:34]5[CH:39]=[CH:38][C:37]([Cl:40])=[CH:36][CH:35]=5)[CH3:27])[CH2:22][CH2:21]4)[CH:17]=[CH:16][C:12]=3[C:13](O)=[O:14])[CH:6]=[CH:7][CH:8]=2)[CH:3]=[CH:2]1.[N+:41]([C:44]1[CH:45]=[C:46]([S:58]([NH2:61])(=[O:60])=[O:59])[CH:47]=[CH:48][C:49]=1[NH:50][CH2:51][CH:52]1[CH2:57][CH2:56][O:55][CH2:54][CH2:53]1)([O-:43])=[O:42].Cl.C(N=C=NCCCN(C)C)C. (4) Given the product [C:28]([C:32]1[CH:33]=[C:34]([NH:45][C:19]([C:15]2[C:16]3[C:11](=[CH:10][C:9]([O:8][C:4]4[CH:3]=[C:2]([NH:22][C:23](=[O:46])[CH3:24])[N:7]=[CH:6][N:5]=4)=[CH:18][CH:17]=3)[CH:12]=[CH:13][N:14]=2)=[O:20])[N:35]([C:37]2[CH:42]=[CH:41][C:40]([O:43][CH3:44])=[CH:39][CH:38]=2)[N:36]=1)([CH3:31])([CH3:29])[CH3:30], predict the reactants needed to synthesize it. The reactants are: Cl[C:2]1[N:7]=[CH:6][N:5]=[C:4]([O:8][C:9]2[CH:10]=[C:11]3[C:16](=[CH:17][CH:18]=2)[C:15]([C:19](Cl)=[O:20])=[N:14][CH:13]=[CH:12]3)[CH:3]=1.[N:22]1C=CC=[CH:24][CH:23]=1.[C:28]([C:32]1[CH:33]=[C:34]([NH2:45])[N:35]([C:37]2[CH:42]=[CH:41][C:40]([O:43][CH3:44])=[CH:39][CH:38]=2)[N:36]=1)([CH3:31])([CH3:30])[CH3:29].[OH2:46]. (5) Given the product [Cl:41][C:32]1[C:33]2[C:38](=[CH:37][CH:36]=[CH:35][CH:34]=2)[CH:39]=[CH:40][C:31]=1[CH2:30][CH:15]1[CH2:16][CH2:17][N:13]([C@H:10]2[CH2:9][CH2:8][C@@H:7]([OH:6])[CH2:12][CH2:11]2)[C:14]1=[O:18], predict the reactants needed to synthesize it. The reactants are: C([Si](C)(C)[O:6][C@@H:7]1[CH2:12][CH2:11][C@H:10]([N:13]2[CH2:17][CH2:16][CH2:15][C:14]2=[O:18])[CH2:9][CH2:8]1)(C)(C)C.[Li+].CC([N-]C(C)C)C.Br[CH2:30][C:31]1[CH:40]=[CH:39][C:38]2[C:33](=[CH:34][CH:35]=[CH:36][CH:37]=2)[C:32]=1[Cl:41].Cl. (6) Given the product [N:13]1[CH:18]=[CH:17][CH:16]=[C:15]([C:2]2[C:10]3[C:5](=[CH:6][CH:7]=[C:8]([CH:11]=[O:12])[CH:9]=3)[NH:4][N:3]=2)[CH:14]=1, predict the reactants needed to synthesize it. The reactants are: I[C:2]1[C:10]2[C:5](=[CH:6][CH:7]=[C:8]([CH:11]=[O:12])[CH:9]=2)[NH:4][N:3]=1.[N:13]1[CH:18]=[CH:17][CH:16]=[C:15](B(O)O)[CH:14]=1.C([O-])([O-])=O.[K+].[K+].O1CCOCC1.